Dataset: Forward reaction prediction with 1.9M reactions from USPTO patents (1976-2016). Task: Predict the product of the given reaction. (1) Given the reactants [CH2:1]([O:3][C:4]1[CH:9]=[CH:8][C:7]([NH:10][C:11](=O)[CH2:12][O:13][C:14]2[CH:19]=[CH:18][CH:17]=[C:16]([O:20][CH2:21][CH3:22])[CH:15]=2)=[C:6]([NH:24][CH2:25][CH:26]([CH3:28])[CH3:27])[CH:5]=1)[CH3:2], predict the reaction product. The product is: [CH2:1]([O:3][C:4]1[CH:9]=[CH:8][C:7]2[N:10]=[C:11]([CH2:12][O:13][C:14]3[CH:19]=[CH:18][CH:17]=[C:16]([O:20][CH2:21][CH3:22])[CH:15]=3)[N:24]([CH2:25][CH:26]([CH3:28])[CH3:27])[C:6]=2[CH:5]=1)[CH3:2]. (2) Given the reactants [CH3:1][C:2]1[CH:3]=[C:4]([CH2:11][C:12](=[O:16])[C:13]([OH:15])=[O:14])[CH:5]=[C:6]2[C:10]=1[NH:9][N:8]=[CH:7]2.[CH2:17](N(CC)CC)[CH3:18], predict the reaction product. The product is: [OH:16][C@H:12]([CH2:11][C:4]1[CH:5]=[C:6]2[C:10](=[C:2]([CH3:1])[CH:3]=1)[NH:9][N:8]=[CH:7]2)[C:13]([O:15][CH2:17][CH3:18])=[O:14].